From a dataset of Reaction yield outcomes from USPTO patents with 853,638 reactions. Predict the reaction yield, written as a fraction of the theoretical maximum amount of product (1.0 means a 100% yield; for example, 0.34 means a 34% yield). (1) The product is [F:31][C:28]1[CH:27]=[CH:26][C:25]([C:23]2[O:24][C:20]3[CH:19]=[C:18]([N:37]([CH3:42])[S:38]([CH3:41])(=[O:39])=[O:40])[C:17]([C:11]4[CH:12]=[CH:13][C:14]([O:15][CH3:16])=[C:9]([C:7]5[O:8][C:4]6[CH:3]=[C:2]([I:45])[CH:44]=[CH:43][C:5]=6[N:6]=5)[CH:10]=4)=[CH:36][C:21]=3[C:22]=2[C:32]([NH:34][CH3:35])=[O:33])=[CH:30][CH:29]=1. The reactants are N[C:2]1[CH:44]=[CH:43][C:5]2[N:6]=[C:7]([C:9]3[CH:10]=[C:11]([C:17]4[C:18]([N:37]([CH3:42])[S:38]([CH3:41])(=[O:40])=[O:39])=[CH:19][C:20]5[O:24][C:23]([C:25]6[CH:30]=[CH:29][C:28]([F:31])=[CH:27][CH:26]=6)=[C:22]([C:32]([NH:34][CH3:35])=[O:33])[C:21]=5[CH:36]=4)[CH:12]=[CH:13][C:14]=3[O:15][CH3:16])[O:8][C:4]=2[CH:3]=1.[I:45]I. The yield is 0.538. The catalyst is C1COCC1.ClCCl.[Cu]I. (2) The product is [C:34]([C@H:33]([NH:32][C:3](=[O:4])[CH:2]([OH:1])[C:6]1[CH:7]=[CH:8][C:9]([C:12]2[N:16]=[C:15]([C:17]3[O:21][N:20]=[C:19]([C:22]4[CH:23]=[CH:24][CH:25]=[CH:26][CH:27]=4)[C:18]=3[C:28]([F:30])([F:31])[F:29])[O:14][N:13]=2)=[CH:10][CH:11]=1)[CH3:36])#[N:35]. The catalyst is CN(C=O)C. The reactants are [OH:1][CH:2]([C:6]1[CH:11]=[CH:10][C:9]([C:12]2[N:16]=[C:15]([C:17]3[O:21][N:20]=[C:19]([C:22]4[CH:27]=[CH:26][CH:25]=[CH:24][CH:23]=4)[C:18]=3[C:28]([F:31])([F:30])[F:29])[O:14][N:13]=2)=[CH:8][CH:7]=1)[C:3](O)=[O:4].[NH2:32][C@H:33]([CH3:36])[C:34]#[N:35].CN1CCOCC1.CN(C(ON1N=NC2C=CC=NC1=2)=[N+](C)C)C.F[P-](F)(F)(F)(F)F. The yield is 0.596. (3) The reactants are [S:1]1[C:9]2[CH2:8][CH2:7][NH:6][CH2:5][C:4]=2[CH:3]=[CH:2]1.[OH-].[Na+].C(=O)([O-])[O-].[K+].[K+].[CH2:18]([O:20][C:21](=[O:38])[C:22]([CH3:37])([CH3:36])[CH2:23][CH2:24][CH2:25][CH2:26][CH:27](Br)[C:28]1[CH:33]=[CH:32][CH:31]=[CH:30][C:29]=1[Cl:34])[CH3:19]. The catalyst is O.CN(C=O)C. The product is [CH2:18]([O:20][C:21](=[O:38])[C:22]([CH3:37])([CH3:36])[CH2:23][CH2:24][CH2:25][CH2:26][CH:27]([C:28]1[CH:33]=[CH:32][CH:31]=[CH:30][C:29]=1[Cl:34])[N:6]1[CH2:7][CH2:8][C:9]2[S:1][CH:2]=[CH:3][C:4]=2[CH2:5]1)[CH3:19]. The yield is 0.490. (4) The reactants are [NH2:1][C:2]1[C:3]([Cl:9])=[N:4][CH:5]=[C:6]([Br:8])[CH:7]=1.[F:10][C:11]1[CH:16]=[CH:15][C:14]([S:17](Cl)(=[O:19])=[O:18])=[CH:13][CH:12]=1. No catalyst specified. The product is [Br:8][C:6]1[CH:7]=[C:2]([NH:1][S:17]([C:14]2[CH:15]=[CH:16][C:11]([F:10])=[CH:12][CH:13]=2)(=[O:19])=[O:18])[C:3]([Cl:9])=[N:4][CH:5]=1. The yield is 0.820.